From a dataset of Reaction yield outcomes from USPTO patents with 853,638 reactions. Predict the reaction yield, written as a fraction of the theoretical maximum amount of product (1.0 means a 100% yield; for example, 0.34 means a 34% yield). (1) The reactants are [Li]CCCC.Br[C:7]1[CH:8]=[CH:9][C:10]2[C:11]([CH:22]=1)=[C:12]([C:15]1[CH:20]=[CH:19][CH:18]=[C:17]([Cl:21])[CH:16]=1)[O:13][N:14]=2.[I:23][C:24]1[CH:35]=[CH:34][C:27]([C:28](N(OC)C)=[O:29])=[CH:26][CH:25]=1.O. The catalyst is C1COCC1. The product is [Cl:21][C:17]1[CH:16]=[C:15]([C:12]2[O:13][N:14]=[C:10]3[CH:9]=[CH:8][C:7]([C:28]([C:27]4[CH:34]=[CH:35][C:24]([I:23])=[CH:25][CH:26]=4)=[O:29])=[CH:22][C:11]=23)[CH:20]=[CH:19][CH:18]=1. The yield is 0.440. (2) The reactants are [CH2:1]([Li])[CH2:2]CC.[C:6]1([CH3:16])[CH:11]=[CH:10][C:9](S(Cl)(=O)=O)=[CH:8][CH:7]=1.[CH2:17]1[CH2:21][O:20][CH2:19]C1. No catalyst specified. The product is [CH2:16]([C@H:6]1[CH2:11][CH2:10][C@H:9]([CH:21]2[CH2:17][CH2:19][O:20]2)[CH2:8][CH2:7]1)[CH2:1][CH3:2]. The yield is 0.700. (3) The reactants are Br[CH2:2][C:3]1[CH:12]=[CH:11][C:6]([C:7]([O:9][CH3:10])=[O:8])=[CH:5][CH:4]=1.[CH3:13][NH:14][CH3:15]. The catalyst is CO. The product is [CH3:13][N:14]([CH2:2][C:3]1[CH:12]=[CH:11][C:6]([C:7]([O:9][CH3:10])=[O:8])=[CH:5][CH:4]=1)[CH3:15]. The yield is 0.990. (4) The reactants are [CH3:1][N:2]([CH3:23])[CH2:3][CH2:4][O:5][C:6]1[CH:10]=[C:9]([NH:11]C(=O)OCC2C=CC=CC=2)[N:8]([CH3:22])[N:7]=1. The catalyst is CO.[Pd]. The product is [CH3:1][N:2]([CH3:23])[CH2:3][CH2:4][O:5][C:6]1[CH:10]=[C:9]([NH2:11])[N:8]([CH3:22])[N:7]=1. The yield is 0.790.